Predict the product of the given reaction. From a dataset of Forward reaction prediction with 1.9M reactions from USPTO patents (1976-2016). (1) Given the reactants [CH2:1]([C:3]1[N:4]=[C:5]([CH2:35][CH2:36][CH3:37])[N:6]([CH2:20][C:21]2[CH:26]=[CH:25][C:24]([C:27]3[C:28]([C:33]#[N:34])=[CH:29][CH:30]=[CH:31][CH:32]=3)=[CH:23][CH:22]=2)[C:7](=[O:19])[C:8]=1[C:9]1[CH:14]=[CH:13][C:12]([O:15][CH:16]([CH3:18])[CH3:17])=[CH:11][CH:10]=1)[CH3:2].Cl.[NH2:39]O.[C:41](=[O:44])([O-])[OH:42].[Na+], predict the reaction product. The product is: [CH2:1]([C:3]1[N:4]=[C:5]([CH2:35][CH2:36][CH3:37])[N:6]([CH2:20][C:21]2[CH:22]=[CH:23][C:24]([C:27]3[CH:32]=[CH:31][CH:30]=[CH:29][C:28]=3[C:33]3[NH:39][C:41](=[O:44])[O:42][N:34]=3)=[CH:25][CH:26]=2)[C:7](=[O:19])[C:8]=1[C:9]1[CH:10]=[CH:11][C:12]([O:15][CH:16]([CH3:17])[CH3:18])=[CH:13][CH:14]=1)[CH3:2]. (2) Given the reactants [CH:1]([O:3][CH2:4][CH2:5][C:6]1[C:15]2[C:10](=[CH:11][CH:12]=[CH:13][CH:14]=2)[CH:9]=[CH:8][CH:7]=1)=[CH2:2].[SH:16][CH2:17][CH2:18][OH:19], predict the reaction product. The product is: [C:6]1([CH2:5][CH2:4][O:3][CH2:1][CH2:2][S:16][CH2:17][CH2:18][OH:19])[C:15]2[C:10](=[CH:11][CH:12]=[CH:13][CH:14]=2)[CH:9]=[CH:8][CH:7]=1.